Dataset: Retrosynthesis with 50K atom-mapped reactions and 10 reaction types from USPTO. Task: Predict the reactants needed to synthesize the given product. (1) Given the product N#Cc1cccc(NC(=O)c2ccc3ccccc3c2)c1, predict the reactants needed to synthesize it. The reactants are: N#Cc1cccc(N)c1.O=C(O)c1ccc2ccccc2c1. (2) Given the product COc1ccc(S(=O)(=O)NC(Cc2cccnc2)C(=O)N2CCN(C(c3ccccc3)c3ccccc3)CC2)cc1OC, predict the reactants needed to synthesize it. The reactants are: COc1ccc(S(=O)(=O)Cl)cc1OC.NC(Cc1cccnc1)C(=O)N1CCN(C(c2ccccc2)c2ccccc2)CC1. (3) Given the product C[C@H](NCCOc1ccc(B2OC(C)(C)C(C)(C)O2)cc1)[C@H](O)c1ccc(O)cc1, predict the reactants needed to synthesize it. The reactants are: CC1(C)OB(c2ccc(OCCOS(C)(=O)=O)cc2)OC1(C)C.C[C@H](N)[C@H](O)c1ccc(O)cc1. (4) The reactants are: CCCN1C2CCC1CC(N(c1ccc3c(cnn3C3CCCCO3)c1)S(C)(=O)=O)C2. Given the product CCCN1C2CCC1CC(N(c1ccc3[nH]ncc3c1)S(C)(=O)=O)C2, predict the reactants needed to synthesize it. (5) Given the product CCc1nn(-c2c(C)cc(C)cc2C)c(CC)c1CN1Cc2ccccc2C[C@@H]1CO, predict the reactants needed to synthesize it. The reactants are: CCc1nn(-c2c(C)cc(C)cc2C)c(CC)c1CO.OCC1Cc2ccccc2CN1. (6) Given the product COc1cc(S(C)(=O)=O)c2c(Sc3ccc(Cl)cc3)c3n(c2c1)CCC3CC(=O)O, predict the reactants needed to synthesize it. The reactants are: COC(=O)CC1CCn2c1c(Sc1ccc(Cl)cc1)c1c(S(C)(=O)=O)cc(OC)cc12. (7) Given the product CCOP(=O)(Cc1ccc(N)c(OC)c1)OCC, predict the reactants needed to synthesize it. The reactants are: CCOP(=O)(Cc1ccc([N+](=O)[O-])c(OC)c1)OCC. (8) The reactants are: CC1(c2ccc(CCl)o2)OCCO1.O=[N+]([O-])c1cn[nH]n1. Given the product CC1(c2ccc(Cn3ncc([N+](=O)[O-])n3)o2)OCCO1, predict the reactants needed to synthesize it. (9) The reactants are: C[C@H](C[C@H](O)[C@@H](N)Cc1ccccc1)C(=O)NCCC(C)(C)C.O=C(O)c1cc(O)cc(N2CCCC2=O)c1. Given the product C[C@H](C[C@H](O)[C@H](Cc1ccccc1)NC(=O)c1cc(O)cc(N2CCCC2=O)c1)C(=O)NCCC(C)(C)C, predict the reactants needed to synthesize it.